Predict the reactants needed to synthesize the given product. From a dataset of Full USPTO retrosynthesis dataset with 1.9M reactions from patents (1976-2016). Given the product [S:1]1[C:5]2[CH:6]=[CH:7][CH:8]=[CH:9][C:4]=2[N:3]=[C:2]1[NH:10][C:11]([C:13]1[CH:14]=[CH:15][CH:16]=[C:17]2[C:22]=1[CH:21]([CH3:23])[NH:20][CH2:19][CH2:18]2)=[O:12], predict the reactants needed to synthesize it. The reactants are: [S:1]1[C:5]2[CH:6]=[CH:7][CH:8]=[CH:9][C:4]=2[N:3]=[C:2]1[NH:10][C:11]([C:13]1[CH:14]=[CH:15][CH:16]=[C:17]2[C:22]=1[CH:21]([CH3:23])[N:20](C(OC(C)(C)C)=O)[CH2:19][CH2:18]2)=[O:12].C(O)(C(F)(F)F)=O.